Dataset: Catalyst prediction with 721,799 reactions and 888 catalyst types from USPTO. Task: Predict which catalyst facilitates the given reaction. (1) Reactant: [F:1][C:2]([F:11])([F:10])[C:3]1[CH:9]=[CH:8][CH:7]=[CH:6][C:4]=1[NH2:5].C(N(CC)CC)C.[F:19][C:20]1[C:28]([N:29]([CH3:38])[C:30](=[O:37])[C:31]2[CH:36]=[CH:35][CH:34]=[CH:33][CH:32]=2)=[CH:27][CH:26]=[CH:25][C:21]=1[C:22](Cl)=[O:23].[OH-].[Na+]. Product: [F:19][C:20]1[C:28]([N:29]([CH3:38])[C:30](=[O:37])[C:31]2[CH:32]=[CH:33][CH:34]=[CH:35][CH:36]=2)=[CH:27][CH:26]=[CH:25][C:21]=1[C:22]([NH:5][C:4]1[CH:6]=[CH:7][CH:8]=[CH:9][C:3]=1[C:2]([F:10])([F:11])[F:1])=[O:23]. The catalyst class is: 7. (2) Reactant: C([O:8][CH2:9][C:10]1([C:14]2[CH:19]=[CH:18][C:17]([C:20]3[CH:21]=[C:22]4[C:26](=[CH:27][C:28]=3[Cl:29])[NH:25][CH:24]=[C:23]4[C:30]([O:32][CH3:33])=[O:31])=[CH:16][CH:15]=2)[CH2:13][O:12][CH2:11]1)C1C=CC=CC=1.B(Cl)(Cl)Cl. Product: [Cl:29][C:28]1[CH:27]=[C:26]2[C:22]([C:23]([C:30]([O:32][CH3:33])=[O:31])=[CH:24][NH:25]2)=[CH:21][C:20]=1[C:17]1[CH:16]=[CH:15][C:14]([C:10]2([CH2:9][OH:8])[CH2:11][O:12][CH2:13]2)=[CH:19][CH:18]=1. The catalyst class is: 2. (3) Reactant: [OH:1][C:2]1[CH:11]=[CH:10][C:5]2[C:6](=[O:9])[CH2:7][O:8][C:4]=2[CH:3]=1.N1C=CC=CC=1.[F:18][C:19]([F:32])([F:31])[S:20](O[S:20]([C:19]([F:32])([F:31])[F:18])(=[O:22])=[O:21])(=[O:22])=[O:21]. Product: [F:18][C:19]([F:32])([F:31])[S:20]([O:1][C:2]1[CH:11]=[CH:10][C:5]2[C:6](=[O:9])[CH2:7][O:8][C:4]=2[CH:3]=1)(=[O:22])=[O:21]. The catalyst class is: 4. (4) Reactant: Cl[C:2]1[N:7]=[C:6]([C:8]2[CH:13]=[CH:12][CH:11]=[CH:10][CH:9]=2)[N:5]=[C:4]([NH:14][C:15](=[O:23])[CH2:16][N:17]2[CH2:22][CH2:21][CH2:20][CH2:19][CH2:18]2)[CH:3]=1.[C:24]([NH:27][CH2:28][CH2:29][NH2:30])(=[O:26])[CH3:25]. Product: [C:24]([NH:27][CH2:28][CH2:29][NH:30][C:2]1[N:7]=[C:6]([C:8]2[CH:13]=[CH:12][CH:11]=[CH:10][CH:9]=2)[N:5]=[C:4]([NH:14][C:15](=[O:23])[CH2:16][N:17]2[CH2:22][CH2:21][CH2:20][CH2:19][CH2:18]2)[CH:3]=1)(=[O:26])[CH3:25]. The catalyst class is: 16. (5) Reactant: [C:1]([O:5][C:6](=[O:19])[NH:7][C:8]1[C:9]([O:17][CH3:18])=[N:10][N:11]2[C:15](Br)=[CH:14][S:13][C:12]=12)([CH3:4])([CH3:3])[CH3:2].[Si]([O:27][C:28]1[CH:33]=[C:32]([O:34][CH3:35])[C:31](B(O)O)=[C:30]([O:39][CH3:40])[CH:29]=1)(C(C)(C)C)(C)C.C(=O)([O-])[O-].[K+].[K+]. Product: [C:1]([O:5][C:6](=[O:19])[NH:7][C:8]1[C:9]([O:17][CH3:18])=[N:10][N:11]2[C:15]([C:31]3[C:30]([O:39][CH3:40])=[CH:29][C:28]([OH:27])=[CH:33][C:32]=3[O:34][CH3:35])=[CH:14][S:13][C:12]=12)([CH3:4])([CH3:3])[CH3:2]. The catalyst class is: 70. (6) Reactant: [Si]([O:8][CH2:9][CH2:10][N:11]1[C:16]2[CH:17]=[C:18]([O:21][CH3:22])[CH:19]=[CH:20][C:15]=2[O:14][CH2:13][C:12]1=[O:23])(C(C)(C)C)(C)C.[F-].C([N+](CCCC)(CCCC)CCCC)CCC. Product: [OH:8][CH2:9][CH2:10][N:11]1[C:16]2[CH:17]=[C:18]([O:21][CH3:22])[CH:19]=[CH:20][C:15]=2[O:14][CH2:13][C:12]1=[O:23]. The catalyst class is: 7. (7) Reactant: [NH:1]1[C:9]2[C:4](=[CH:5][C:6]([C:10]3[C:14]4[C:15]([NH2:19])=[N:16][CH:17]=[CH:18][C:13]=4[S:12][CH:11]=3)=[CH:7][CH:8]=2)[CH2:3][CH2:2]1.CN(C(ON1N=NC2C=CC=NC1=2)=[N+](C)C)C.F[P-](F)(F)(F)(F)F.[CH3:44][O:45][C:46]1[CH:47]=[C:48]([CH2:52][C:53](O)=[O:54])[CH:49]=[CH:50][CH:51]=1.CCN(C(C)C)C(C)C. Product: [CH3:44][O:45][C:46]1[CH:47]=[C:48]([CH2:52][C:53]([N:1]2[C:9]3[C:4](=[CH:5][C:6]([C:10]4[C:14]5[C:15]([NH2:19])=[N:16][CH:17]=[CH:18][C:13]=5[S:12][CH:11]=4)=[CH:7][CH:8]=3)[CH2:3][CH2:2]2)=[O:54])[CH:49]=[CH:50][CH:51]=1. The catalyst class is: 145. (8) Reactant: Cl[C:2]1[N:7]2[N:8]=[C:9]([C:23]3[CH:28]=[CH:27][C:26]([F:29])=[CH:25][CH:24]=3)[C:10]([C:11]3[CH:16]=[CH:15][N:14]=[C:13]([NH:17][CH:18]4[CH2:22][CH2:21][CH2:20][CH2:19]4)[N:12]=3)=[C:6]2[CH:5]=[CH:4][CH:3]=1.[N-:30]=[N+]=[N-].[Na+].CCOCC. Product: [CH:18]1([NH:17][C:13]2[N:12]=[C:11]([C:10]3[C:9]([C:23]4[CH:24]=[CH:25][C:26]([F:29])=[CH:27][CH:28]=4)=[N:8][N:7]4[C:2]([NH2:30])=[CH:3][CH:4]=[CH:5][C:6]=34)[CH:16]=[CH:15][N:14]=2)[CH2:19][CH2:20][CH2:21][CH2:22]1. The catalyst class is: 9. (9) Reactant: [CH:1]1([C:4]([NH:6][C:7]2[N:8]=[C:9]3[CH:14]=[CH:13][C:12]([S:15][C:16]4[CH:24]=[CH:23][CH:22]=[CH:21][C:17]=4[C:18](O)=[O:19])=[N:11][N:10]3[CH:25]=2)=[O:5])[CH2:3][CH2:2]1.[F:26][C:27]([F:36])([F:35])[C:28]1[CH:29]=[C:30]([CH:32]=[CH:33][CH:34]=1)[NH2:31].F[P-](F)(F)(F)(F)F.N1(OC(N(C)C)=[N+](C)C)C2N=CC=CC=2N=N1.C(N(CC)C(C)C)(C)C. Product: [CH:1]1([C:4]([NH:6][C:7]2[N:8]=[C:9]3[CH:14]=[CH:13][C:12]([S:15][C:16]4[CH:24]=[CH:23][CH:22]=[CH:21][C:17]=4[C:18]([NH:31][C:30]4[CH:32]=[CH:33][CH:34]=[C:28]([C:27]([F:26])([F:35])[F:36])[CH:29]=4)=[O:19])=[N:11][N:10]3[CH:25]=2)=[O:5])[CH2:2][CH2:3]1. The catalyst class is: 9. (10) Reactant: Cl.[Cl:2][C:3]1[N:4]=[C:5]([N:12]2[CH2:17][CH2:16][NH:15][CH2:14][CH2:13]2)[C:6]2[O:11][CH:10]=[CH:9][C:7]=2[N:8]=1.ClC1N=C(Cl)C2[O:27][CH:26]=[CH:25]C=2N=1.N1CCNCC1.C(Cl)(=O)C. Product: [Cl:2][C:3]1[N:4]=[C:5]([N:12]2[CH2:17][CH2:16][N:15]([C:26](=[O:27])[CH3:25])[CH2:14][CH2:13]2)[C:6]2[O:11][CH:10]=[CH:9][C:7]=2[N:8]=1. The catalyst class is: 59.